From a dataset of Forward reaction prediction with 1.9M reactions from USPTO patents (1976-2016). Predict the product of the given reaction. (1) Given the reactants CS([C:5]1[N:10]=[C:9]([C:11]2[N:15]3[CH:16]=[CH:17][CH:18]=[CH:19][C:14]3=[N:13][C:12]=2[C:20]2[CH:25]=[CH:24][CH:23]=[C:22]([CH3:26])[N:21]=2)[CH:8]=[CH:7][N:6]=1)(=O)=O.[C:27]([O:31][C:32](=[O:38])[NH:33][CH2:34][CH2:35][CH2:36][NH2:37])([CH3:30])([CH3:29])[CH3:28], predict the reaction product. The product is: [C:27]([O:31][C:32](=[O:38])[NH:33][CH2:34][CH2:35][CH2:36][NH:37][C:5]1[N:10]=[C:9]([C:11]2[N:15]3[CH:16]=[CH:17][CH:18]=[CH:19][C:14]3=[N:13][C:12]=2[C:20]2[CH:25]=[CH:24][CH:23]=[C:22]([CH3:26])[N:21]=2)[CH:8]=[CH:7][N:6]=1)([CH3:30])([CH3:28])[CH3:29]. (2) Given the reactants Cl[C:2]1[CH:7]=[C:6]([N:8]([CH2:17][O:18][CH2:19][CH2:20][Si:21]([CH3:24])([CH3:23])[CH3:22])[CH2:9][O:10][CH2:11][CH2:12][Si:13]([CH3:16])([CH3:15])[CH3:14])[N:5]2[N:25]=[CH:26][C:27]([C:28]3[CH:29]=[N:30][C:31]([C:34]4[CH:39]=[CH:38][CH:37]=[CH:36][CH:35]=4)=[CH:32][CH:33]=3)=[C:4]2[N:3]=1.[O-]P([O-])([O-])=O.[K+].[K+].[K+].[CH3:48][C:49]1([C:64]([O:66][CH2:67][CH3:68])=[O:65])[CH2:54][CH2:53][C:52](B2OC(C)(C)C(C)(C)O2)=[CH:51][CH2:50]1, predict the reaction product. The product is: [CH3:14][Si:13]([CH3:16])([CH3:15])[CH2:12][CH2:11][O:10][CH2:9][N:8]([CH2:17][O:18][CH2:19][CH2:20][Si:21]([CH3:24])([CH3:23])[CH3:22])[C:6]1[N:5]2[N:25]=[CH:26][C:27]([C:28]3[CH:29]=[N:30][C:31]([C:34]4[CH:39]=[CH:38][CH:37]=[CH:36][CH:35]=4)=[CH:32][CH:33]=3)=[C:4]2[N:3]=[C:2]([C:52]2[CH2:53][CH2:54][C:49]([CH3:48])([C:64]([O:66][CH2:67][CH3:68])=[O:65])[CH2:50][CH:51]=2)[CH:7]=1. (3) The product is: [CH3:5][O:6][C:7](=[O:30])[CH2:8][CH2:9][CH2:10][CH2:11][CH2:12][CH2:13][CH2:14][N:15]1[CH:19]=[C:18]([C:20]2[CH:25]=[CH:24][CH:23]=[CH:22][C:21]=2[OH:26])[N:17]=[CH:16]1. Given the reactants [Cl-].[Al+3].[Cl-].[Cl-].[CH3:5][O:6][C:7](=[O:30])[CH2:8][CH2:9][CH2:10][CH2:11][CH2:12][CH2:13][CH2:14][N:15]1[CH:19]=[C:18]([C:20]2[CH:25]=[CH:24][CH:23]=[CH:22][C:21]=2[O:26]C(C)C)[N:17]=[CH:16]1, predict the reaction product. (4) Given the reactants [CH:1]1([CH:4]([OH:45])[CH2:5][O:6][C@H:7]2[CH2:12][CH2:11][C@H:10]([N:13]3[C:18](=[O:19])[C:17]([CH2:20][C:21]4[CH:26]=[CH:25][C:24]([C:27]5[CH:32]=[CH:31][CH:30]=[CH:29][C:28]=5[C:33]5[NH:37][C:36](=[O:38])[O:35][N:34]=5)=[CH:23][CH:22]=4)=[C:16]([CH2:39][CH2:40][CH3:41])[N:15]4[N:42]=[CH:43][CH:44]=[C:14]34)[CH2:9][CH2:8]2)[CH2:3][CH2:2]1.CC(OI1(OC(C)=O)(OC(C)=O)OC(=O)C2C1=CC=CC=2)=O.C(OCC)(=O)C.S([O-])([O-])(=O)=S.[Na+].[Na+], predict the reaction product. The product is: [CH:1]1([C:4](=[O:45])[CH2:5][O:6][C@H:7]2[CH2:8][CH2:9][C@H:10]([N:13]3[C:18](=[O:19])[C:17]([CH2:20][C:21]4[CH:26]=[CH:25][C:24]([C:27]5[CH:32]=[CH:31][CH:30]=[CH:29][C:28]=5[C:33]5[NH:37][C:36](=[O:38])[O:35][N:34]=5)=[CH:23][CH:22]=4)=[C:16]([CH2:39][CH2:40][CH3:41])[N:15]4[N:42]=[CH:43][CH:44]=[C:14]34)[CH2:11][CH2:12]2)[CH2:2][CH2:3]1.